From a dataset of Catalyst prediction with 721,799 reactions and 888 catalyst types from USPTO. Predict which catalyst facilitates the given reaction. (1) Reactant: [Cl:1][C:2]1[CH:3]=[C:4]2[C:9](=[C:10]([O:12][CH3:13])[CH:11]=1)[S:8][CH2:7][CH2:6][C:5]2([C:15]([O:17]CC)=[O:16])[OH:14].O.[OH-].[Li+]. Product: [Cl:1][C:2]1[CH:3]=[C:4]2[C:9](=[C:10]([O:12][CH3:13])[CH:11]=1)[S:8][CH2:7][CH2:6][C:5]2([C:15]([OH:17])=[O:16])[OH:14]. The catalyst class is: 20. (2) Reactant: B(Br)(Br)Br.C[O:6][C:7]1[CH:12]=[CH:11][C:10]([O:13]C)=[CH:9][C:8]=1[C:15]1([C:20]2[CH:25]=[CH:24][CH:23]=[CH:22][CH:21]=2)[CH2:18][CH:17]([CH3:19])[CH2:16]1.O. Product: [CH3:19][CH:17]1[CH2:16][C:15]([C:8]2[CH:9]=[C:10]([OH:13])[CH:11]=[CH:12][C:7]=2[OH:6])([C:20]2[CH:21]=[CH:22][CH:23]=[CH:24][CH:25]=2)[CH2:18]1. The catalyst class is: 2. (3) Reactant: [F:1][C:2]([F:24])([C:17]1[CH:22]=[CH:21][C:20]([F:23])=[CH:19][N:18]=1)[C:3]1[N:12]=[C:11](SC)[C:10]2[C:5](=[C:6]([CH2:15][CH3:16])[CH:7]=[CH:8][CH:9]=2)[N:4]=1.ClC1C=CC=C(C(OO)=O)C=1.S([O-])([O-])(=O)=S.[Na+].[Na+].C(=O)(O)[O-].[Na+].[CH3:48][C:49]1[NH:53][N:52]=[C:51]([NH2:54])[CH:50]=1. Product: [F:1][C:2]([F:24])([C:17]1[CH:22]=[CH:21][C:20]([F:23])=[CH:19][N:18]=1)[C:3]1[N:12]=[C:11]([NH:54][C:51]2[CH:50]=[C:49]([CH3:48])[NH:53][N:52]=2)[C:10]2[C:5](=[C:6]([CH2:15][CH3:16])[CH:7]=[CH:8][CH:9]=2)[N:4]=1. The catalyst class is: 168. (4) Reactant: [CH2:1]([O:3][C:4]1[CH:9]=[CH:8][CH:7]=[CH:6][C:5]=1[O:10][CH2:11][CH3:12])[CH3:2].[Br-:13].[NH4+].OOS([O-])=O.[K+]. Product: [Br:13][C:8]1[CH:7]=[CH:6][C:5]([O:10][CH2:11][CH3:12])=[C:4]([O:3][CH2:1][CH3:2])[CH:9]=1. The catalyst class is: 10. (5) Reactant: Br[C:2]1[CH:3]=[C:4]2[C:8](=[CH:9][CH:10]=1)[NH:7][C:6]([C:11]1[CH:16]=[CH:15][C:14]([Cl:17])=[CH:13][CH:12]=1)=[CH:5]2.[C:18]1(B(O)O)[CH:23]=[CH:22][CH:21]=[CH:20][CH:19]=1.O. Product: [Cl:17][C:14]1[CH:15]=[CH:16][C:11]([C:6]2[NH:7][C:8]3[C:4]([CH:5]=2)=[CH:3][C:2]([C:18]2[CH:23]=[CH:22][CH:21]=[CH:20][CH:19]=2)=[CH:10][CH:9]=3)=[CH:12][CH:13]=1. The catalyst class is: 70.